This data is from Forward reaction prediction with 1.9M reactions from USPTO patents (1976-2016). The task is: Predict the product of the given reaction. Given the reactants [CH3:1][C:2]1([CH3:14])[C:6]([CH3:8])([CH3:7])[O:5][B:4]([C:9]2[CH:10]=[N:11][NH:12][CH:13]=2)[O:3]1.[CH3:15][O:16][CH2:17][CH2:18]Br.C(=O)([O-])[O-].[Cs+].[Cs+], predict the reaction product. The product is: [CH3:15][O:16][CH2:17][CH2:18][N:12]1[CH:13]=[C:9]([B:4]2[O:5][C:6]([CH3:7])([CH3:8])[C:2]([CH3:14])([CH3:1])[O:3]2)[CH:10]=[N:11]1.